Dataset: Forward reaction prediction with 1.9M reactions from USPTO patents (1976-2016). Task: Predict the product of the given reaction. (1) Given the reactants [Br:1][C:2]1[CH:7]=[CH:6][C:5]([C:8]2[NH:9][C:10]3[N:11]([C:17]=2[NH:18][CH:19]2[CH2:23][CH2:22][CH2:21][CH2:20]2)[N:12]=[CH:13][C:14]=3[C:15]#[N:16])=[CH:4][CH:3]=1.[OH2:24], predict the reaction product. The product is: [NH2:9][C:10]1[N:11](/[C:17](=[N:18]/[CH:19]2[CH2:23][CH2:22][CH2:21][CH2:20]2)/[C:8]([C:5]2[CH:6]=[CH:7][C:2]([Br:1])=[CH:3][CH:4]=2)=[O:24])[N:12]=[CH:13][C:14]=1[C:15]#[N:16]. (2) Given the reactants FC(F)(F)C(OC(=O)C(F)(F)F)=O.C([N:16]=[S:17]([CH3:26])([C:19]1[CH:24]=[CH:23][C:22]([Br:25])=[CH:21][CH:20]=1)=[O:18])#N, predict the reaction product. The product is: [Br:25][C:22]1[CH:23]=[CH:24][C:19]([S:17]([CH3:26])(=[NH:16])=[O:18])=[CH:20][CH:21]=1. (3) The product is: [CH3:23][O:22][C:17]1[CH:18]=[CH:19][CH:20]=[CH:21][C:16]=1[C:13]1[CH:14]=[C:15]2[C:10](=[CH:11][CH:12]=1)[NH:9][C:8]([CH3:24])([CH3:25])[CH:7]=[C:6]2[CH2:5][NH:31][C:32]1[CH:37]=[CH:36][CH:35]=[CH:34][CH:33]=1. Given the reactants C(S[CH2:5][C:6]1[C:15]2[C:10](=[CH:11][CH:12]=[C:13]([C:16]3[CH:21]=[CH:20][CH:19]=[CH:18][C:17]=3[O:22][CH3:23])[CH:14]=2)[NH:9][C:8]([CH3:25])([CH3:24])[CH:7]=1)C=C.BrCC1[C:37]2[C:32](=[CH:33][CH:34]=[C:35](C3C=CC=CC=3OC)[CH:36]=2)[NH:31]C(C)(C)C=1.C(=O)([O-])[O-].[K+].[K+].C(S)C=C, predict the reaction product. (4) Given the reactants [NH2:1][CH2:2][CH2:3][C:4]1([OH:17])[CH2:9][CH2:8][N:7]([CH2:10][C:11]2[CH:16]=[CH:15][CH:14]=[CH:13][CH:12]=2)[CH2:6][CH2:5]1.[CH3:18][C:19]([O:22][C:23](O[C:23]([O:22][C:19]([CH3:21])([CH3:20])[CH3:18])=[O:24])=[O:24])([CH3:21])[CH3:20], predict the reaction product. The product is: [OH:17][C:4]1([CH2:3][CH2:2][NH:1][C:23](=[O:24])[O:22][C:19]([CH3:21])([CH3:20])[CH3:18])[CH2:5][CH2:6][N:7]([CH2:10][C:11]2[CH:16]=[CH:15][CH:14]=[CH:13][CH:12]=2)[CH2:8][CH2:9]1. (5) Given the reactants [C:1]1(=[O:6])[CH2:5][CH2:4][CH2:3][CH2:2]1.[Si]([C:11]([F:14])([F:13])[F:12])(C)(C)C, predict the reaction product. The product is: [F:12][C:11]([F:14])([F:13])[C:1]1([OH:6])[CH2:5][CH2:4][CH2:3][CH2:2]1.